Dataset: Catalyst prediction with 721,799 reactions and 888 catalyst types from USPTO. Task: Predict which catalyst facilitates the given reaction. Reactant: [F:1][C:2]([F:16])([F:15])[C:3]1[CH:4]=[C:5]([CH:8]=[C:9]([C:11]([F:14])([F:13])[F:12])[CH:10]=1)[CH:6]=O.[CH3:17][NH2:18]. Product: [F:1][C:2]([F:16])([F:15])[C:3]1[CH:4]=[C:5]([CH:8]=[C:9]([C:11]([F:14])([F:13])[F:12])[CH:10]=1)[CH:6]=[N:18][CH3:17]. The catalyst class is: 1.